From a dataset of Full USPTO retrosynthesis dataset with 1.9M reactions from patents (1976-2016). Predict the reactants needed to synthesize the given product. (1) Given the product [CH:25]1([C:2]2[C:3]([O:16][CH2:17][C@H:18]3[CH2:23][CH2:22][C@H:21]([CH3:24])[CH2:20][CH2:19]3)=[CH:4][C:5]([F:15])=[C:6]([CH:14]=2)[C:7]([O:9][C:10]([CH3:13])([CH3:12])[CH3:11])=[O:8])[CH2:27][CH2:26]1, predict the reactants needed to synthesize it. The reactants are: Cl[C:2]1[C:3]([O:16][CH2:17][C@H:18]2[CH2:23][CH2:22][C@H:21]([CH3:24])[CH2:20][CH2:19]2)=[CH:4][C:5]([F:15])=[C:6]([CH:14]=1)[C:7]([O:9][C:10]([CH3:13])([CH3:12])[CH3:11])=[O:8].[CH:25]1(B(O)O)[CH2:27][CH2:26]1.P([O-])([O-])([O-])=O.[K+].[K+].[K+].F[B-](F)(F)F.C1(P(C2CCCCC2)C2CCCCC2)CCCCC1. (2) The reactants are: [C:1]([O:5][C:6](=[O:19])[NH:7][C:8]1[C:13]([C:14](=[O:17])[CH2:15][CH3:16])=[CH:12][CH:11]=[C:10](Cl)[N:9]=1)([CH3:4])([CH3:3])[CH3:2].[C:20]([NH:27][CH2:28][CH2:29][NH2:30])([O:22][C:23]([CH3:26])([CH3:25])[CH3:24])=[O:21].C(N(CC)C(C)C)(C)C. Given the product [C:1]([O:5][C:6](=[O:19])[NH:7][C:8]1[C:13]([C:14](=[O:17])[CH2:15][CH3:16])=[CH:12][CH:11]=[C:10]([NH:30][CH2:29][CH2:28][NH:27][C:20]([O:22][C:23]([CH3:26])([CH3:25])[CH3:24])=[O:21])[N:9]=1)([CH3:4])([CH3:3])[CH3:2], predict the reactants needed to synthesize it. (3) Given the product [OH:45][C:14]1[N:19]=[C:18]([C:20]2[C:28]3[C:23](=[N:24][CH:25]=[C:26]([C:29]([F:32])([F:31])[F:30])[CH:27]=3)[N:22]([S:33]([C:36]3[CH:42]=[CH:41][C:39]([CH3:40])=[CH:38][CH:37]=3)(=[O:35])=[O:34])[CH:21]=2)[C:17]([C:43]#[N:44])=[CH:16][N:15]=1, predict the reactants needed to synthesize it. The reactants are: CCN(C(C)C)C(C)C.CS([C:14]1[N:19]=[C:18]([C:20]2[C:28]3[C:23](=[N:24][CH:25]=[C:26]([C:29]([F:32])([F:31])[F:30])[CH:27]=3)[N:22]([S:33]([C:36]3[CH:42]=[CH:41][C:39]([CH3:40])=[CH:38][CH:37]=3)(=[O:35])=[O:34])[CH:21]=2)[C:17]([C:43]#[N:44])=[CH:16][N:15]=1)(=O)=O.[OH2:45]. (4) Given the product [OH:6][CH2:5][CH2:4][CH2:3][CH2:2][NH:1][C:15]1[C:14]2[C:13](=[O:23])[C:12]3[C:21](=[CH:8][CH:9]=[CH:10][CH:11]=3)[C:20](=[O:22])[C:19]=2[CH:18]=[CH:17][CH:16]=1, predict the reactants needed to synthesize it. The reactants are: [NH2:1][CH2:2][CH2:3][CH2:4][CH2:5][OH:6].Cl[C:8]1[C:21]2[C:20](=[O:22])[C:19]3[C:14](=[CH:15][CH:16]=[CH:17][CH:18]=3)[C:13](=[O:23])[C:12]=2[CH:11]=[CH:10][CH:9]=1. (5) Given the product [CH:16]1[C:15]2[C:13]3=[N:4][C:3]4[C:2]([C:1]([NH2:9])=[C:12]3[CH2:11][CH2:10][CH2:21][C:20]=2[CH:19]=[CH:18][CH:17]=1)=[CH:8][CH:7]=[CH:6][CH:5]=4, predict the reactants needed to synthesize it. The reactants are: [C:1](#[N:9])[C:2]1[C:3](=[CH:5][CH:6]=[CH:7][CH:8]=1)[NH2:4].[CH2:10]1[CH2:21][C:20]2[C:15](=[CH:16][CH:17]=[CH:18][CH:19]=2)[C:13](=O)[CH2:12][CH2:11]1.B(F)(F)F.CCOCC.[OH-].[Na+].